This data is from Full USPTO retrosynthesis dataset with 1.9M reactions from patents (1976-2016). The task is: Predict the reactants needed to synthesize the given product. (1) Given the product [Si:30]([O:29][CH2:28][CH2:27][O:26][C:23]1[CH:24]=[CH:25][C:20]([N:4]2[CH2:1][CH:7]=[C:6]([O:9][C:10]3[CH:11]=[CH:12][C:13]([CH:16]4[CH2:17][CH2:18]4)=[CH:14][CH:15]=3)[C:5]2=[O:19])=[CH:21][C:22]=1[O:37][CH:38]([F:39])[F:40])([C:33]([CH3:36])([CH3:35])[CH3:34])([CH3:31])[CH3:32], predict the reactants needed to synthesize it. The reactants are: [CH2:1]([N:4]([C:20]1[CH:25]=[CH:24][C:23]([O:26][CH2:27][CH2:28][O:29][Si:30]([C:33]([CH3:36])([CH3:35])[CH3:34])([CH3:32])[CH3:31])=[C:22]([O:37][CH:38]([F:40])[F:39])[CH:21]=1)[C:5](=[O:19])[C:6]([O:9][C:10]1[CH:15]=[CH:14][C:13]([CH:16]2[CH2:18][CH2:17]2)=[CH:12][CH:11]=1)=[CH:7]C)C=C. (2) Given the product [C:34]([N:32]([S:29]([N:5]([CH2:4][C:3]([OH:44])=[O:2])[CH2:6][C:7]1[CH:8]=[CH:9][C:10]([O:13][CH2:14][CH2:15][C:16]2[N:17]=[C:18]([C:22]3[CH:27]=[CH:26][C:25]([CH3:28])=[CH:24][CH:23]=3)[O:19][C:20]=2[CH3:21])=[CH:11][CH:12]=1)(=[O:31])=[O:30])[CH3:33])(=[O:43])[C:35]1[CH:40]=[CH:39][C:38]([O:41][CH3:42])=[CH:37][CH:36]=1, predict the reactants needed to synthesize it. The reactants are: C[O:2][C:3](=[O:44])[CH2:4][N:5]([S:29]([N:32]([C:34](=[O:43])[C:35]1[CH:40]=[CH:39][C:38]([O:41][CH3:42])=[CH:37][CH:36]=1)[CH3:33])(=[O:31])=[O:30])[CH2:6][C:7]1[CH:12]=[CH:11][C:10]([O:13][CH2:14][CH2:15][C:16]2[N:17]=[C:18]([C:22]3[CH:27]=[CH:26][C:25]([CH3:28])=[CH:24][CH:23]=3)[O:19][C:20]=2[CH3:21])=[CH:9][CH:8]=1.O.[OH-].[Li+]. (3) Given the product [CH3:1][N:2]([CH3:8])[C@@H:3]1[CH2:7][CH2:6][N:5]([C:10]2[C:15]([N+:16]([O-:18])=[O:17])=[CH:14][C:13]([NH:19][C:20]3[N:25]=[C:24]([C:26]4[CH:27]=[N:28][N:29]5[CH2:34][CH2:33][CH2:32][CH2:31][C:30]=45)[CH:23]=[CH:22][N:21]=3)=[C:12]([O:35][CH3:36])[CH:11]=2)[CH2:4]1, predict the reactants needed to synthesize it. The reactants are: [CH3:1][N:2]([CH3:8])[C@@H:3]1[CH2:7][CH2:6][NH:5][CH2:4]1.F[C:10]1[C:15]([N+:16]([O-:18])=[O:17])=[CH:14][C:13]([NH:19][C:20]2[N:25]=[C:24]([C:26]3[CH:27]=[N:28][N:29]4[CH2:34][CH2:33][CH2:32][CH2:31][C:30]=34)[CH:23]=[CH:22][N:21]=2)=[C:12]([O:35][CH3:36])[CH:11]=1.CCN(C(C)C)C(C)C. (4) Given the product [NH2:1][C:2]1[N:10]=[C:9]([O:11][CH2:12][CH2:13][CH2:14][CH3:15])[N:8]=[C:7]2[C:3]=1[NH:4][C:5](=[O:27])[N:6]2[CH2:16][CH2:17][CH2:18][N:19]([CH:20]1[CH2:21][CH2:22][N:23]([CH3:26])[CH2:24][CH2:25]1)[C:53](=[O:54])[CH2:52][C:48]1[CH:47]=[C:46]([CH2:45][C:44]([O:43][CH3:42])=[O:56])[CH:51]=[CH:50][CH:49]=1, predict the reactants needed to synthesize it. The reactants are: [NH2:1][C:2]1[N:10]=[C:9]([O:11][CH2:12][CH2:13][CH2:14][CH3:15])[N:8]=[C:7]2[C:3]=1[NH:4][C:5](=[O:27])[N:6]2[CH2:16][CH2:17][CH2:18][NH:19][CH:20]1[CH2:25][CH2:24][N:23]([CH3:26])[CH2:22][CH2:21]1.C(Cl)CCl.C1C=CC2N(O)N=NC=2C=1.[CH3:42][O:43][C:44](=[O:56])[CH2:45][C:46]1[CH:47]=[C:48]([CH2:52][C:53](O)=[O:54])[CH:49]=[CH:50][CH:51]=1. (5) Given the product [Br:21][C:5]1[NH:1][N:2]=[C:3]([CH:6]2[CH2:11][CH2:10][N:9]([C:12]([O:14][C:15]([CH3:18])([CH3:17])[CH3:16])=[O:13])[CH2:8][CH2:7]2)[N:4]=1, predict the reactants needed to synthesize it. The reactants are: [NH:1]1[CH:5]=[N:4][C:3]([CH:6]2[CH2:11][CH2:10][N:9]([C:12]([O:14][C:15]([CH3:18])([CH3:17])[CH3:16])=[O:13])[CH2:8][CH2:7]2)=[N:2]1.[OH-].[Na+].[Br-:21].[Br-].[Br-].C([N+](C)(C)C)C1C=CC=CC=1.C([N+](C)(C)C)C1C=CC=CC=1.C([N+](C)(C)C)C1C=CC=CC=1.Cl. (6) The reactants are: [CH3:1][C:2]1[O:6][N:5]=[C:4]([C:7]2[S:11][C:10]([NH2:12])=[N:9][C:8]=2[C:13]2[CH:18]=[CH:17][CH:16]=[CH:15][CH:14]=2)[N:3]=1.[C:19](Cl)(=[O:25])[CH2:20][CH2:21][CH2:22][CH2:23][CH3:24]. Given the product [CH3:1][C:2]1[O:6][N:5]=[C:4]([C:7]2[S:11][C:10]([NH:12][C:19](=[O:25])[CH2:20][CH2:21][CH2:22][CH2:23][CH3:24])=[N:9][C:8]=2[C:13]2[CH:14]=[CH:15][CH:16]=[CH:17][CH:18]=2)[N:3]=1, predict the reactants needed to synthesize it. (7) The reactants are: CC(C)([O-])C.[K+].[Cl:7][C:8]1[CH:16]=[C:15]2[C:11]([CH:12]=[CH:13][NH:14]2)=[CH:10][CH:9]=1.[C:17]([N:20]1[CH2:29][C:28]([CH3:31])([CH3:30])[C:27]2[C:22](=[CH:23][C:24]([S:32](Cl)(=[O:34])=[O:33])=[CH:25][CH:26]=2)[CH2:21]1)(=[O:19])[CH3:18].C(OCC)(=O)C. Given the product [Cl:7][C:8]1[CH:16]=[C:15]2[C:11]([CH:12]=[CH:13][N:14]2[S:32]([C:24]2[CH:23]=[C:22]3[C:27]([C:28]([CH3:31])([CH3:30])[CH2:29][N:20]([C:17](=[O:19])[CH3:18])[CH2:21]3)=[CH:26][CH:25]=2)(=[O:33])=[O:34])=[CH:10][CH:9]=1, predict the reactants needed to synthesize it.